From a dataset of Reaction yield outcomes from USPTO patents with 853,638 reactions. Predict the reaction yield, written as a fraction of the theoretical maximum amount of product (1.0 means a 100% yield; for example, 0.34 means a 34% yield). (1) The reactants are [H-].[Na+].[NH2:3][C:4]1[CH:9]=[CH:8][CH:7]=[CH:6][C:5]=1[S:10]([CH:13]([CH3:15])[CH3:14])(=[O:12])=[O:11].[Cl:16][C:17]1[N:22]=[C:21](Cl)[CH:20]=[CH:19][N:18]=1. The catalyst is CN(C=O)C. The product is [Cl:16][C:17]1[N:22]=[C:21]([NH:3][C:4]2[CH:9]=[CH:8][CH:7]=[CH:6][C:5]=2[S:10]([CH:13]([CH3:15])[CH3:14])(=[O:12])=[O:11])[CH:20]=[CH:19][N:18]=1. The yield is 0.170. (2) The reactants are [OH:1][C:2]1[CH:9]=[CH:8][C:7]([O:10][CH3:11])=[CH:6][C:3]=1[CH:4]=[O:5].Cl[CH2:13][C:14]1[CH:22]=[CH:21][CH:20]=[C:19]2[C:15]=1[CH:16]=[N:17][N:18]2[C:23]([O:25][C:26]([CH3:29])([CH3:28])[CH3:27])=[O:24].C([O-])([O-])=O.[K+].[K+]. The yield is 0.770. The catalyst is CN(C=O)C. The product is [CH:4]([C:3]1[CH:6]=[C:7]([O:10][CH3:11])[CH:8]=[CH:9][C:2]=1[O:1][CH2:13][C:14]1[CH:22]=[CH:21][CH:20]=[C:19]2[C:15]=1[CH:16]=[N:17][N:18]2[C:23]([O:25][C:26]([CH3:29])([CH3:28])[CH3:27])=[O:24])=[O:5]. (3) The reactants are Cl[C:2]1[C:3]([CH:8]2[CH2:11][N:10]([C:12]([O:14][C:15]([CH3:18])([CH3:17])[CH3:16])=[O:13])[CH2:9]2)=[N:4][CH:5]=[CH:6][N:7]=1.[OH:19][C:20]1[CH:25]=[CH:24][CH:23]=[CH:22][C:21]=1B(O)O.[O-]P([O-])([O-])=O.[K+].[K+].[K+].O. The catalyst is O1CCOCC1.C1C=CC(P(C2C=CC=CC=2)[C-]2C=CC=C2)=CC=1.C1C=CC(P(C2C=CC=CC=2)[C-]2C=CC=C2)=CC=1.Cl[Pd]Cl.[Fe+2]. The product is [C:15]([O:14][C:12]([N:10]1[CH2:11][CH:8]([C:3]2[C:2]([C:21]3[CH:22]=[CH:23][CH:24]=[CH:25][C:20]=3[OH:19])=[N:7][CH:6]=[CH:5][N:4]=2)[CH2:9]1)=[O:13])([CH3:18])([CH3:17])[CH3:16]. The yield is 0.918.